Task: Predict the reaction yield, written as a fraction of the theoretical maximum amount of product (1.0 means a 100% yield; for example, 0.34 means a 34% yield).. Dataset: Reaction yield outcomes from USPTO patents with 853,638 reactions (1) The reactants are [N:1]1[CH:6]=[CH:5][CH:4]=[CH:3][C:2]=1[S:7][C:8]1[CH:13]=[CH:12][C:11]([N+:14]([O-])=O)=[CH:10][CH:9]=1.C([O-])([O-])=O.[K+].[K+]. The catalyst is CC(O)=O.CCOC(C)=O.O.[Fe]. The product is [N:1]1[CH:6]=[CH:5][CH:4]=[CH:3][C:2]=1[S:7][C:8]1[CH:13]=[CH:12][C:11]([NH2:14])=[CH:10][CH:9]=1. The yield is 0.700. (2) The reactants are [Cl:1][C:2]1[CH:7]=[CH:6][C:5]([S:8]([NH:11][C:12]2[C:13]([C:19]3[N:20]([CH:29]([CH3:31])[CH3:30])[C:21]([C:24](OCC)=[O:25])=[N:22][N:23]=3)=[N:14][CH:15]=[C:16]([Cl:18])[CH:17]=2)(=[O:10])=[O:9])=[CH:4][C:3]=1[C:32]([F:35])([F:34])[F:33].[NH:36]([CH3:38])[CH3:37].CCOC(C)=O. The catalyst is C1COCC1. The product is [Cl:1][C:2]1[CH:7]=[CH:6][C:5]([S:8]([NH:11][C:12]2[C:13]([C:19]3[N:20]([CH:29]([CH3:31])[CH3:30])[C:21]([C:24]([N:36]([CH3:38])[CH3:37])=[O:25])=[N:22][N:23]=3)=[N:14][CH:15]=[C:16]([Cl:18])[CH:17]=2)(=[O:10])=[O:9])=[CH:4][C:3]=1[C:32]([F:34])([F:33])[F:35]. The yield is 0.0700. (3) The reactants are C([O:5][C:6]([C@H:8]1[CH2:12][CH2:11][CH2:10][N:9]1[C:13](=[O:44])[CH2:14][CH2:15][N:16]([CH2:28][CH2:29][C:30]([N:32]1[CH2:36][CH2:35][CH2:34][C@@H:33]1[C:37]([O:39]C(C)(C)C)=[O:38])=[O:31])[CH2:17][C:18]1[CH:23]=[CH:22][C:21]([O:24][CH3:25])=[C:20]([O:26][CH3:27])[CH:19]=1)=[O:7])(C)(C)C.[F:45][C:46]([F:51])([F:50])[C:47]([OH:49])=[O:48]. The catalyst is ClCCl.CCOCC. The product is [F:45][C:46]([F:51])([F:50])[C:47]([OH:49])=[O:48].[CH3:27][O:26][C:20]1[CH:19]=[C:18]([CH:23]=[CH:22][C:21]=1[O:24][CH3:25])[CH2:17][N:16]([CH2:15][CH2:14][C:13]([N:9]1[CH2:10][CH2:11][CH2:12][C@@H:8]1[C:6]([OH:7])=[O:5])=[O:44])[CH2:28][CH2:29][C:30]([N:32]1[CH2:36][CH2:35][CH2:34][C@@H:33]1[C:37]([OH:39])=[O:38])=[O:31]. The yield is 0.870. (4) The reactants are C[O:2][C:3](=[O:29])[C:4]1[CH:9]=[CH:8][C:7]([CH:10]2[CH2:15][CH2:14][N:13]([C:16]3[CH:21]=[CH:20][C:19]([CH2:22][N:23]4[CH2:28][CH2:27][O:26][CH2:25][CH2:24]4)=[CH:18][CH:17]=3)[CH2:12][CH2:11]2)=[CH:6][CH:5]=1.[OH-].[Na+].Cl. The catalyst is O1CCOCC1. The product is [N:23]1([CH2:22][C:19]2[CH:18]=[CH:17][C:16]([N:13]3[CH2:14][CH2:15][CH:10]([C:7]4[CH:6]=[CH:5][C:4]([C:3]([OH:29])=[O:2])=[CH:9][CH:8]=4)[CH2:11][CH2:12]3)=[CH:21][CH:20]=2)[CH2:28][CH2:27][O:26][CH2:25][CH2:24]1. The yield is 0.890. (5) The catalyst is C(OCC)(=O)C.[Pd]. The yield is 0.835. The product is [CH:1]1([N:4]([C:5]2[N:9]=[C:8]([CH2:10][CH2:11][C:12]3[N:22]=[C:15]4[N:16]=[C:17]([CH3:21])[CH:18]=[C:19]([CH3:20])[N:14]4[N:13]=3)[N:7]([CH3:23])[N:6]=2)[CH3:24])[CH2:3][CH2:2]1. The reactants are [CH:1]1([N:4]([CH3:24])[C:5]2[N:9]=[C:8]([CH:10]=[CH:11][C:12]3[N:22]=[C:15]4[N:16]=[C:17]([CH3:21])[CH:18]=[C:19]([CH3:20])[N:14]4[N:13]=3)[N:7]([CH3:23])[N:6]=2)[CH2:3][CH2:2]1.[H][H]. (6) The reactants are [NH2:1][C@@H:2]([CH2:5][N:6]([CH2:13][CH3:14])[C:7]1[CH:12]=[CH:11][CH:10]=[CH:9][CH:8]=1)[CH2:3][OH:4].C(=O)([O-])[O-].[K+].[K+].[N:21]#[C:22]Br. The catalyst is C1COCC1.CCOC(C)=O. The product is [CH2:13]([N:6]([CH2:5][C@H:2]1[CH2:3][O:4][C:22]([NH2:21])=[N:1]1)[C:7]1[CH:12]=[CH:11][CH:10]=[CH:9][CH:8]=1)[CH3:14]. The yield is 0.750. (7) The reactants are Br[C:2]1[CH:3]=[C:4]([NH:10][C:11]2[CH:16]=[CH:15][C:14]([N:17]3[CH2:22][C@@H:21]([CH3:23])[N:20]([CH:24]4[CH2:27][O:26][CH2:25]4)[CH2:19][C@@H:18]3[CH3:28])=[CH:13][N:12]=2)[C:5](=[O:9])[N:6]([CH3:8])[CH:7]=1.[C:29]([O:32][CH2:33][C:34]1[C:39](B2OC(C)(C)C(C)(C)O2)=[CH:38][C:37]([F:49])=[CH:36][C:35]=1[N:50]1[CH2:62][CH2:61][N:53]2[C:54]3[CH2:55][CH2:56][CH2:57][CH2:58][C:59]=3[CH:60]=[C:52]2[C:51]1=[O:63])(=[O:31])[CH3:30]. No catalyst specified. The product is [C:29]([O:32][CH2:33][C:34]1[C:35]([N:50]2[CH2:62][CH2:61][N:53]3[C:54]4[CH2:55][CH2:56][CH2:57][CH2:58][C:59]=4[CH:60]=[C:52]3[C:51]2=[O:63])=[CH:36][C:37]([F:49])=[CH:38][C:39]=1[C:2]1[CH:3]=[C:4]([NH:10][C:11]2[CH:16]=[CH:15][C:14]([N:17]3[CH2:22][C@@H:21]([CH3:23])[N:20]([CH:24]4[CH2:25][O:26][CH2:27]4)[CH2:19][C@@H:18]3[CH3:28])=[CH:13][N:12]=2)[C:5](=[O:9])[N:6]([CH3:8])[CH:7]=1)(=[O:31])[CH3:30]. The yield is 0.850.